This data is from Reaction yield outcomes from USPTO patents with 853,638 reactions. The task is: Predict the reaction yield, written as a fraction of the theoretical maximum amount of product (1.0 means a 100% yield; for example, 0.34 means a 34% yield). (1) The reactants are [Cl:1][C:2]1[CH:3]=[CH:4][C:5]([OH:23])=[C:6]([C:8]2([OH:22])[C:16]3[C:11](=[CH:12][C:13]([C:17]([F:20])([F:19])[F:18])=[CH:14][CH:15]=3)[NH:10][C:9]2=[O:21])[CH:7]=1.[F:24][C:25]([F:35])([F:34])[C:26]1[CH:33]=[CH:32][C:29]([CH2:30]Br)=[CH:28][CH:27]=1.C([O-])([O-])=O.[K+].[K+]. The catalyst is CC(=O)CC. The product is [Cl:1][C:2]1[CH:3]=[CH:4][C:5]([O:23][CH2:30][C:29]2[CH:28]=[CH:27][C:26]([C:25]([F:24])([F:34])[F:35])=[CH:33][CH:32]=2)=[C:6]([C:8]2([OH:22])[C:16]3[C:11](=[CH:12][C:13]([C:17]([F:20])([F:19])[F:18])=[CH:14][CH:15]=3)[NH:10][C:9]2=[O:21])[CH:7]=1. The yield is 0.600. (2) The reactants are [CH3:1][O:2][C:3]1[C:13]([N+:14]([O-:16])=[O:15])=[CH:12][C:6]2[CH2:7][CH2:8][NH:9][CH2:10][CH2:11][C:5]=2[CH:4]=1.[F:17][C:18]([F:23])([F:22])[C@@H:19]1[CH2:21][O:20]1.C(=O)([O-])[O-]. The catalyst is C(#N)C. The product is [F:17][C:18]([F:23])([F:22])[C@@H:19]([OH:20])[CH2:21][N:9]1[CH2:10][CH2:11][C:5]2[CH:4]=[C:3]([O:2][CH3:1])[C:13]([N+:14]([O-:16])=[O:15])=[CH:12][C:6]=2[CH2:7][CH2:8]1. The yield is 0.970.